Predict the product of the given reaction. From a dataset of Forward reaction prediction with 1.9M reactions from USPTO patents (1976-2016). (1) Given the reactants [Br:1][C:2]1[CH:3]=[CH:4][C:5]([N+:15]([O-])=O)=[C:6]([NH:8][C@@H:9]([CH2:13][CH3:14])[C:10](O)=[O:11])[CH:7]=1.BrC1C=C2C(N[C@@H](CC)C(=O)N2)=CC=1, predict the reaction product. The product is: [Br:1][C:2]1[CH:7]=[C:6]2[C:5](=[CH:4][CH:3]=1)[NH:15][C:10](=[O:11])[C@H:9]([CH2:13][CH3:14])[NH:8]2. (2) Given the reactants C(O)(=O)C.[CH3:5][C@H:6]1[CH2:11][NH:10][C@H:9]([CH3:12])[CH2:8][N:7]1[C@@H:13]([C:27]1[CH:32]=[CH:31][CH:30]=[C:29]([OH:33])[CH:28]=1)[C:14]1[CH:26]=[CH:25][C:17]([C:18]([N:20]([CH2:23][CH3:24])[CH2:21][CH3:22])=[O:19])=[CH:16][CH:15]=1.[C:34]([C:37]1[CH:44]=[CH:43][C:40]([CH:41]=O)=[CH:39][CH:38]=1)([OH:36])=[O:35].C(O[BH-](OC(=O)C)OC(=O)C)(=O)C.[Na+], predict the reaction product. The product is: [CH2:21]([N:20]([CH2:23][CH3:24])[C:18]([C:17]1[CH:25]=[CH:26][C:14]([C@H:13]([C:27]2[CH:32]=[CH:31][CH:30]=[C:29]([OH:33])[CH:28]=2)[N:7]2[C@@H:6]([CH3:5])[CH2:11][N:10]([CH2:41][C:40]3[CH:43]=[CH:44][C:37]([C:34]([OH:36])=[O:35])=[CH:38][CH:39]=3)[C@H:9]([CH3:12])[CH2:8]2)=[CH:15][CH:16]=1)=[O:19])[CH3:22]. (3) Given the reactants Br[C:2]1[CH:3]=[C:4]2[CH2:10][CH2:9][NH:8][C:5]2=[N:6][CH:7]=1.[CH:11]1([C:15]2[CH:20]=[CH:19][C:18](B(O)O)=[C:17]([F:24])[C:16]=2[O:25][CH3:26])[CH2:14][CH2:13][CH2:12]1.C(=O)([O-])[O-].[K+].[K+].C(Cl)Cl.N#N, predict the reaction product. The product is: [CH:11]1([C:15]2[CH:20]=[CH:19][C:18]([C:2]3[CH:3]=[C:4]4[CH2:10][CH2:9][NH:8][C:5]4=[N:6][CH:7]=3)=[C:17]([F:24])[C:16]=2[O:25][CH3:26])[CH2:12][CH2:13][CH2:14]1. (4) Given the reactants Cl[C:2]1[N:3]=[C:4]([NH:21][CH2:22][C:23]([F:26])([F:25])[F:24])[C:5]2[CH:10]=[CH:9][N:8]([S:11]([C:14]3[CH:19]=[CH:18][C:17]([CH3:20])=[CH:16][CH:15]=3)(=[O:13])=[O:12])[C:6]=2[N:7]=1.[NH2:27][C:28]1[CH:37]=[CH:36][C:31]([C:32]([NH:34][CH3:35])=[O:33])=[CH:30][CH:29]=1.C1(P(C2CCCCC2)C2C=CC=CC=2C2C(C(C)C)=CC(C(C)C)=CC=2C(C)C)CCCCC1.C(=O)([O-])[O-].[K+].[K+], predict the reaction product. The product is: [CH3:35][NH:34][C:32](=[O:33])[C:31]1[CH:36]=[CH:37][C:28]([NH:27][C:2]2[N:3]=[C:4]([NH:21][CH2:22][C:23]([F:24])([F:25])[F:26])[C:5]3[CH:10]=[CH:9][N:8]([S:11]([C:14]4[CH:15]=[CH:16][C:17]([CH3:20])=[CH:18][CH:19]=4)(=[O:13])=[O:12])[C:6]=3[N:7]=2)=[CH:29][CH:30]=1.